From a dataset of Catalyst prediction with 721,799 reactions and 888 catalyst types from USPTO. Predict which catalyst facilitates the given reaction. (1) Reactant: [NH:1]1[C:5]2=[N:6][CH:7]=[CH:8][CH:9]=[C:4]2[CH:3]=[C:2]1[C:10](OCC)=[O:11].[H-].[H-].[H-].[H-].[Li+].[Al+3]. Product: [NH:1]1[C:5]2=[N:6][CH:7]=[CH:8][CH:9]=[C:4]2[CH:3]=[C:2]1[CH:10]=[O:11]. The catalyst class is: 1. (2) Reactant: [N:1]([C:4]1[CH:15]=[CH:14][C:7]([C:8]([NH:10][CH2:11][CH2:12]Br)=[O:9])=[CH:6][CH:5]=1)=[N+:2]=[N-:3].C(=O)([O-])[O-].[K+].[K+].[CH3:22][N:23]1[CH2:28][CH2:27][NH:26][CH2:25][CH2:24]1. Product: [N:1]([C:4]1[CH:15]=[CH:14][C:7]([C:8]([NH:10][CH2:11][CH2:12][N:26]2[CH2:27][CH2:28][N:23]([CH3:22])[CH2:24][CH2:25]2)=[O:9])=[CH:6][CH:5]=1)=[N+:2]=[N-:3]. The catalyst class is: 10. (3) The catalyst class is: 11. Product: [Cl:26][C:23]1[CH:22]=[CH:21][C:20]([CH2:19][C:13]2[C:12]([C:27]#[N:28])=[C:11]([C:9]3[CH:8]=[CH:7][N:6]=[C:5]([NH:4][C:1](=[O:3])[CH3:2])[CH:10]=3)[S:15][C:14]=2[C:16]2[NH:18][CH:34]=[N:32][N:37]=2)=[CH:25][CH:24]=1. Reactant: [C:1]([NH:4][C:5]1[CH:10]=[C:9]([C:11]2[S:15][C:14]([C:16]([NH2:18])=O)=[C:13]([CH2:19][C:20]3[CH:25]=[CH:24][C:23]([Cl:26])=[CH:22][CH:21]=3)[C:12]=2[C:27]#[N:28])[CH:8]=[CH:7][N:6]=1)(=[O:3])[CH3:2].COC(OC)[N:32]([CH3:34])C.[NH2:37]N. (4) Reactant: Cl[C:2]1[N:7]=[C:6]([N:8]([CH3:24])[C:9]2[CH:14]=[CH:13][N:12]=[C:11]([NH:15][CH2:16][CH2:17][C:18]3[CH:19]=[N:20][CH:21]=[CH:22][CH:23]=3)[N:10]=2)[CH:5]=[CH:4][N:3]=1.[CH3:25][O:26][C:27]1[CH:32]=[CH:31][CH:30]=[CH:29][C:28]=1B(O)O.C([O-])([O-])=O.[Na+].[Na+]. Product: [CH3:25][O:26][C:27]1[CH:32]=[CH:31][CH:30]=[CH:29][C:28]=1[C:2]1[N:7]=[C:6]([N:8]([CH3:24])[C:9]2[CH:14]=[CH:13][N:12]=[C:11]([NH:15][CH2:16][CH2:17][C:18]3[CH:19]=[N:20][CH:21]=[CH:22][CH:23]=3)[N:10]=2)[CH:5]=[CH:4][N:3]=1. The catalyst class is: 628.